Dataset: Forward reaction prediction with 1.9M reactions from USPTO patents (1976-2016). Task: Predict the product of the given reaction. (1) Given the reactants [CH:1]([C:3]1[CH:4]=[C:5]2[C:10](=[CH:11][CH:12]=1)[N:9]=[CH:8][CH:7]=[N:6]2)=C.I([O-])(=O)(=O)=[O:14].[Na+], predict the reaction product. The product is: [N:9]1[C:10]2[C:5](=[CH:4][C:3]([CH:1]=[O:14])=[CH:12][CH:11]=2)[N:6]=[CH:7][CH:8]=1. (2) Given the reactants [Br:1][C:2]1[C:13]([O:14]C)=[N:12][C:5]2[CH2:6][CH2:7][NH:8][CH2:9][CH:10]([CH3:11])[C:4]=2[CH:3]=1, predict the reaction product. The product is: [Br:1][C:2]1[C:13]([OH:14])=[N:12][C:5]2[CH2:6][CH2:7][NH:8][CH2:9][CH:10]([CH3:11])[C:4]=2[CH:3]=1. (3) The product is: [C:1]([O:5][C:6](=[O:9])[CH2:7][NH:10][CH2:11][C:12]1[S:13][CH:14]=[CH:15][CH:16]=1)([CH3:4])([CH3:3])[CH3:2]. Given the reactants [C:1]([O:5][C:6](=[O:9])[CH2:7]Br)([CH3:4])([CH3:3])[CH3:2].[NH2:10][CH2:11][C:12]1[S:13][CH:14]=[CH:15][CH:16]=1.CCN(C(C)C)C(C)C, predict the reaction product. (4) Given the reactants [N+:1]([C:4]1[CH:9]=[CH:8][C:7]([OH:10])=[CH:6][CH:5]=1)([O-:3])=[O:2].O[CH:12]1[CH2:17][CH2:16][CH2:15][N:14]([CH3:18])[CH2:13]1, predict the reaction product. The product is: [CH3:18][N:14]1[CH2:15][CH2:16][CH2:17][CH:12]([O:10][C:7]2[CH:8]=[CH:9][C:4]([N+:1]([O-:3])=[O:2])=[CH:5][CH:6]=2)[CH2:13]1. (5) Given the reactants [NH2:1][C:2]1[NH:3][C:4](=O)[C:5]2[N:11]=[C:10]([C:12]3[CH:17]=[CH:16][C:15]([F:18])=[CH:14][CH:13]=3)[CH:9]=[CH:8][C:6]=2[N:7]=1.N12CCCN=C1CCCCC2.F[P-](F)(F)(F)(F)F.N1(O[P+](N(C)C)(N(C)C)N(C)C)C2C=CC=CC=2N=N1.[O:58]([CH2:65][CH2:66][N:67]1[CH2:72][CH2:71][NH:70][CH2:69][CH2:68]1)[C:59]1[CH:64]=[CH:63][CH:62]=[CH:61][CH:60]=1, predict the reaction product. The product is: [NH2:1][C:2]1[N:3]=[C:4]([N:70]2[CH2:69][CH2:68][N:67]([CH2:66][CH2:65][O:58][C:59]3[CH:64]=[CH:63][CH:62]=[CH:61][CH:60]=3)[CH2:72][CH2:71]2)[C:5]2[N:11]=[C:10]([C:12]3[CH:17]=[CH:16][C:15]([F:18])=[CH:14][CH:13]=3)[CH:9]=[CH:8][C:6]=2[N:7]=1. (6) Given the reactants [CH3:1][C:2]1[CH:7]=[CH:6][C:5]([C:8]2[CH:13]=[C:12]([C:14](=[O:24])[NH:15][CH2:16][C:17]3[CH:18]=[N:19][C:20]([CH3:23])=[CH:21][CH:22]=3)[CH:11]=[C:10]([C:25](O)=[O:26])[CH:9]=2)=[CH:4][CH:3]=1.[CH3:28][NH:29][C@@H:30]1[CH2:34][CH2:33][NH:32][CH2:31]1.F[P-](F)(F)(F)(F)F.C[N+](C)=C(N(C)C)ON1C2N=CC=CC=2N=N1.C(N(CC)C(C)C)(C)C, predict the reaction product. The product is: [CH3:28][N:29]([C@@H:30]1[CH2:34][CH2:33][NH:32][CH2:31]1)[C:25]([C:10]1[CH:9]=[C:8]([C:5]2[CH:6]=[CH:7][C:2]([CH3:1])=[CH:3][CH:4]=2)[CH:13]=[C:12]([C:14]([NH:15][CH2:16][C:17]2[CH:18]=[N:19][C:20]([CH3:23])=[CH:21][CH:22]=2)=[O:24])[CH:11]=1)=[O:26]. (7) Given the reactants Cl[C:2]1[C:3]2[N:4]([C:18]([N:21]3[CH2:26][CH2:25][O:24][CH2:23][CH2:22]3)=[CH:19][N:20]=2)[CH:5]=[C:6]([C:10]2[CH:15]=[CH:14][C:13]([Cl:16])=[CH:12][C:11]=2[Cl:17])[C:7]=1[C:8]#[N:9].[N-:27]=[N+:28]=[N-:29].[Na+].CCOC(C)=O, predict the reaction product. The product is: [N:27]([C:2]1[C:3]2[N:4]([C:18]([N:21]3[CH2:22][CH2:23][O:24][CH2:25][CH2:26]3)=[CH:19][N:20]=2)[CH:5]=[C:6]([C:10]2[CH:15]=[CH:14][C:13]([Cl:16])=[CH:12][C:11]=2[Cl:17])[C:7]=1[C:8]#[N:9])=[N+:28]=[N-:29]. (8) Given the reactants [Cl:1][C:2]1[CH:7]=[CH:6][C:5]([NH:8][C:9]2[N:14]=[C:13](Cl)[N:12]=[C:11]([Cl:16])[N:10]=2)=[CH:4][CH:3]=1.C(=O)([O-])[O-].[K+].[K+].[NH2:23][C:24]1[CH:29]=[CH:28][CH:27]=[CH:26][CH:25]=1.C(OCC)(=O)C, predict the reaction product. The product is: [Cl:16][C:11]1[N:10]=[C:9]([NH:8][C:5]2[CH:4]=[CH:3][C:2]([Cl:1])=[CH:7][CH:6]=2)[N:14]=[C:13]([NH:23][C:24]2[CH:29]=[CH:28][CH:27]=[CH:26][CH:25]=2)[N:12]=1.